From a dataset of Full USPTO retrosynthesis dataset with 1.9M reactions from patents (1976-2016). Predict the reactants needed to synthesize the given product. (1) Given the product [NH2:5][C:4]1[CH:3]=[C:2]([C:21]2[N:20]([C:18]([O:17][C:13]([CH3:16])([CH3:15])[CH3:14])=[O:19])[CH:24]=[CH:23][CH:22]=2)[CH:8]=[C:7]([C:9]([F:12])([F:11])[F:10])[CH:6]=1, predict the reactants needed to synthesize it. The reactants are: Br[C:2]1[CH:3]=[C:4]([CH:6]=[C:7]([C:9]([F:12])([F:11])[F:10])[CH:8]=1)[NH2:5].[C:13]([O:17][C:18]([N:20]1[CH:24]=[CH:23][CH:22]=[C:21]1B(O)O)=[O:19])([CH3:16])([CH3:15])[CH3:14].C(=O)([O-])[O-].[Na+].[Na+]. (2) Given the product [OH:17]/[N:16]=[C:7](\[C:6]1[N:2]([CH3:1])[N:3]=[CH:4][N:5]=1)/[C:9]1[CH:14]=[CH:13][CH:12]=[CH:11][CH:10]=1, predict the reactants needed to synthesize it. The reactants are: [CH3:1][N:2]1[C:6]([C:7]([C:9]2[CH:14]=[CH:13][CH:12]=[CH:11][CH:10]=2)=O)=[N:5][CH:4]=[N:3]1.Cl.[NH2:16][OH:17]. (3) Given the product [NH2:10][C:5]1[C:6]([C:8]#[N:9])=[N:7][C:2]([Cl:1])=[CH:3][CH:4]=1, predict the reactants needed to synthesize it. The reactants are: [Cl:1][C:2]1[N:7]=[C:6]([C:8]#[N:9])[C:5]([N+:10]([O-])=O)=[CH:4][CH:3]=1.C(O)(=O)C.[O-]S(S([O-])=O)=O.[Na+].[Na+]. (4) The reactants are: [C:1](O)(=O)[CH3:2].[NH:5]1[C:9]2[CH:10]=[CH:11][CH:12]=[CH:13][C:8]=2[N:7]=[C:6]1[CH2:14][CH:15]1[CH2:20][CH2:19][N:18]([C:21]2[C:26]([CH3:27])=[CH:25][N:24]([CH2:28][C@H:29]([NH:33][S:34]([N:37]([CH3:39])[CH3:38])(=[O:36])=[O:35])[C:30]([OH:32])=[O:31])[C:23](=[O:40])[N:22]=2)[CH2:17][CH2:16]1.Cl.C(Cl)Cl.CO.[NH4+].[OH-]. Given the product [NH:5]1[C:9]2[CH:10]=[CH:11][CH:12]=[CH:13][C:8]=2[N:7]=[C:6]1[CH2:14][CH:15]1[CH2:20][CH2:19][N:18]([C:21]2[C:26]([CH3:27])=[CH:25][N:24]([CH2:28][C@H:29]([NH:33][S:34]([N:37]([CH3:38])[CH3:39])(=[O:36])=[O:35])[C:30]([O:32][CH2:1][CH3:2])=[O:31])[C:23](=[O:40])[N:22]=2)[CH2:17][CH2:16]1, predict the reactants needed to synthesize it. (5) Given the product [CH:2](=[N:10][NH:9][C:7](=[O:8])[CH2:6][CH2:5][CH2:4][CH2:3][C:2]([NH:12][N:13]=[CH:5][CH2:6][CH3:7])=[O:11])[CH2:3][CH3:4], predict the reactants needed to synthesize it. The reactants are: O.[C:2]([NH:12][NH2:13])(=[O:11])[CH2:3][CH2:4][CH2:5][CH2:6][C:7]([NH:9][NH2:10])=[O:8].